The task is: Predict the reactants needed to synthesize the given product.. This data is from Full USPTO retrosynthesis dataset with 1.9M reactions from patents (1976-2016). (1) Given the product [Cl:40][C:26]1[C:27]([NH:29][C@@H:30]2[C@@H:35]3[CH2:36][C@@H:32]([CH:33]=[CH:34]3)[C@@H:31]2[C:37]([NH2:39])=[O:38])=[N:28][C:23]([NH:21][C:4]2[CH:5]=[CH:6][C:7]3[CH2:13][CH2:12][CH:11]([N:14]4[CH2:15][CH2:16][N:17]([CH3:20])[CH2:18][CH2:19]4)[CH2:10][CH2:9][C:8]=3[C:3]=2[O:2][CH3:1])=[N:24][CH:25]=1, predict the reactants needed to synthesize it. The reactants are: [CH3:1][O:2][C:3]1[C:8]2[CH2:9][CH2:10][CH:11]([N:14]3[CH2:19][CH2:18][N:17]([CH3:20])[CH2:16][CH2:15]3)[CH2:12][CH2:13][C:7]=2[CH:6]=[CH:5][C:4]=1[NH2:21].Cl[C:23]1[N:28]=[C:27]([NH:29][C@@H:30]2[C@@H:35]3[CH2:36][C@@H:32]([CH:33]=[CH:34]3)[C@@H:31]2[C:37]([NH2:39])=[O:38])[C:26]([Cl:40])=[CH:25][N:24]=1. (2) The reactants are: [F:1][C:2]1[CH:7]=[CH:6][C:5]([CH2:8][C:9]2[CH:18]=[C:17]3[C:12]([C:13]([OH:34])=[C:14]([C:29](OCC)=[O:30])[C:15](=[O:28])[N:16]3[CH2:19][CH2:20][N:21]3[CH2:26][CH2:25][CH2:24][CH2:23][C:22]3=[O:27])=[N:11][CH:10]=2)=[CH:4][CH:3]=1.[NH2:35][CH2:36][CH2:37][CH:38]([OH:40])[CH3:39]. Given the product [F:1][C:2]1[CH:7]=[CH:6][C:5]([CH2:8][C:9]2[CH:18]=[C:17]3[C:12]([C:13]([OH:34])=[C:14]([C:29]([NH:35][CH2:36][CH2:37][CH:38]([OH:40])[CH3:39])=[O:30])[C:15](=[O:28])[N:16]3[CH2:19][CH2:20][N:21]3[CH2:26][CH2:25][CH2:24][CH2:23][C:22]3=[O:27])=[N:11][CH:10]=2)=[CH:4][CH:3]=1, predict the reactants needed to synthesize it. (3) Given the product [CH2:1]([N:3]1[CH2:25][CH2:24][C:6]2[N:7]([CH:14]=[CH:15][C:17]3[CH:22]=[CH:21][C:20]([CH3:23])=[CH:19][CH:18]=3)[C:8]3[CH:9]=[CH:10][CH:11]=[CH:12][C:13]=3[C:5]=2[CH2:4]1)[CH3:2], predict the reactants needed to synthesize it. The reactants are: [CH2:1]([N:3]1[CH2:25][CH2:24][C:6]2[N:7]([CH2:14][CH:15]([C:17]3[CH:22]=[CH:21][C:20]([CH3:23])=[CH:19][CH:18]=3)O)[C:8]3[CH:9]=[CH:10][CH:11]=[CH:12][C:13]=3[C:5]=2[CH2:4]1)[CH3:2].S(=O)(=O)(O)O.[OH-].[K+]. (4) Given the product [Br:15][C:9]1[CH:10]=[CH:11][C:12]([F:14])=[CH:13][C:8]=1[CH2:7][C:2]([CH3:5])([CH3:1])[CH:3]=[O:4], predict the reactants needed to synthesize it. The reactants are: [CH3:1][CH:2]([CH3:5])[CH:3]=[O:4].Br[CH2:7][C:8]1[CH:13]=[C:12]([F:14])[CH:11]=[CH:10][C:9]=1[Br:15].[OH-].[Na+]. (5) The reactants are: P([O-])([O-])([O-])=O.[CH3:6][O:7][C:8]([CH3:16])([CH2:13][CH2:14][CH3:15])[C:9]([O:11]C)=[O:10].[OH-].[Na+].Cl. Given the product [CH3:6][O:7][C@@:8]([CH3:16])([CH2:13][CH2:14][CH3:15])[C:9]([OH:11])=[O:10], predict the reactants needed to synthesize it. (6) Given the product [NH:54]1[C:44]([C:41]2[CH:40]=[CH:39][C:38]([CH2:37][C@@H:10]3[CH2:9][NH:8][CH2:13][CH2:12][N:11]3[C:14](=[O:36])[CH2:15][CH2:16][C:17]3[CH:35]=[CH:34][CH:33]=[CH:32][C:18]=3[CH2:19][C:20]3[CH:31]=[CH:30][CH:29]=[CH:28][C:21]=3[CH2:22][CH2:23][NH:24][C:25](=[O:27])[CH3:26])=[CH:43][CH:42]=2)=[N:45][N:56]=[N:55]1, predict the reactants needed to synthesize it. The reactants are: C([N:8]1[CH2:13][CH2:12][N:11]([C:14](=[O:36])[CH2:15][CH2:16][C:17]2[CH:35]=[CH:34][CH:33]=[CH:32][C:18]=2[CH2:19][C:20]2[CH:31]=[CH:30][CH:29]=[CH:28][C:21]=2[CH2:22][CH2:23][NH:24][C:25](=[O:27])[CH3:26])[C@H:10]([CH2:37][C:38]2[CH:43]=[CH:42][C:41]([C:44]#[N:45])=[CH:40][CH:39]=2)[CH2:9]1)C1C=CC=CC=1.Cl.C(N(CC)CC)C.[N-:54]=[N+:55]=[N-:56].[Na+]. (7) Given the product [CH3:1][O:2][C:3]([C:4]1[CH:9]=[CH:8][N:7]2[CH:13]=[C:14]([C:16]3[CH:21]=[CH:20][CH:19]=[CH:18][CH:17]=3)[N:10]=[C:6]2[CH:5]=1)=[O:11], predict the reactants needed to synthesize it. The reactants are: [CH3:1][O:2][C:3](=[O:11])[C:4]1[CH:9]=[CH:8][N:7]=[C:6]([NH2:10])[CH:5]=1.Br[CH2:13][C:14]([C:16]1[CH:21]=[CH:20][CH:19]=[CH:18][CH:17]=1)=O.C([O-])(O)=O.[Na+].CO.